From a dataset of Catalyst prediction with 721,799 reactions and 888 catalyst types from USPTO. Predict which catalyst facilitates the given reaction. (1) The catalyst class is: 99. Reactant: [CH3:1][C:2]1[O:3][C:4]([C:7]([CH3:18])([C:9]2[CH:14]=[CH:13][C:12]([N+:15]([O-])=O)=[CH:11][CH:10]=2)[CH3:8])=[N:5][N:6]=1. Product: [CH3:1][C:2]1[O:3][C:4]([C:7]([CH3:18])([C:9]2[CH:10]=[CH:11][C:12]([NH2:15])=[CH:13][CH:14]=2)[CH3:8])=[N:5][N:6]=1. (2) Product: [F:1][C:2]1[C:56]([F:69])=[CH:6][CH:5]=[CH:4][C:3]=1[C@:9]12[CH2:10][O:11][C@H:12]([CH2:16][O:17][C:18]([C:19]3[CH:20]=[CH:21][CH:22]=[CH:23][CH:24]=3)([C:31]3[CH:36]=[CH:35][CH:34]=[CH:33][CH:32]=3)[C:25]3[CH:26]=[CH:27][CH:28]=[CH:29][CH:30]=3)[C@H:13]1[CH2:14][S:39][C:38]([NH:40][C:41](=[O:48])[C:42]1[CH:47]=[CH:46][CH:45]=[CH:44][CH:43]=1)=[N:37]2. Reactant: [F:1][C:2]1C(F)=[CH:6][CH:5]=[CH:4][C:3]=1[C@@:9]1([NH:37][C:38]([NH:40][C:41](=[O:48])[C:42]2[CH:47]=[CH:46][CH:45]=[CH:44][CH:43]=2)=[S:39])[C@H:13]([CH2:14]O)[C@@H:12]([CH2:16][O:17][C:18]([C:31]2[CH:36]=[CH:35][CH:34]=[CH:33][CH:32]=2)([C:25]2[CH:30]=[CH:29][CH:28]=[CH:27][CH:26]=2)[C:19]2[CH:24]=[CH:23][CH:22]=[CH:21][CH:20]=2)[O:11][CH2:10]1.N1C=CC=CC=1.F[C:56]([F:69])(F)S(OS(C(F)(F)F)(=O)=O)(=O)=O. The catalyst class is: 2.